The task is: Predict the product of the given reaction.. This data is from Forward reaction prediction with 1.9M reactions from USPTO patents (1976-2016). (1) Given the reactants [C:1]([C:3]1[CH:8]=[CH:7][C:6]([NH:9][C:10](=[O:26])[C:11]([OH:25])([CH:19]2[CH2:24][CH2:23][NH:22][CH2:21][CH2:20]2)[CH2:12][C:13]2[CH:18]=[CH:17][CH:16]=[CH:15][CH:14]=2)=[CH:5][C:4]=1[C:27]([F:30])([F:29])[F:28])#[N:2].C(N(CC)CC)C.[C:38](Cl)(=[O:45])[C:39]1[CH:44]=[CH:43][CH:42]=[CH:41][CH:40]=1.C(=O)([O-])O.[Na+], predict the reaction product. The product is: [C:38]([N:22]1[CH2:21][CH2:20][CH:19]([C:11]([OH:25])([CH2:12][C:13]2[CH:14]=[CH:15][CH:16]=[CH:17][CH:18]=2)[C:10]([NH:9][C:6]2[CH:7]=[CH:8][C:3]([C:1]#[N:2])=[C:4]([C:27]([F:29])([F:28])[F:30])[CH:5]=2)=[O:26])[CH2:24][CH2:23]1)(=[O:45])[C:39]1[CH:44]=[CH:43][CH:42]=[CH:41][CH:40]=1. (2) Given the reactants Br[C:2]1[CH:11]=[CH:10][CH:9]=[C:8]2[C:3]=1[CH2:4][CH2:5][N:6]([C:12]([O:14][C:15]([CH3:18])([CH3:17])[CH3:16])=[O:13])[CH2:7]2.C([O-])(=O)C.[K+].[CH3:24][C:25]1([CH3:41])[C:29]([CH3:31])([CH3:30])[O:28][B:27]([B:27]2[O:28][C:29]([CH3:31])([CH3:30])[C:25]([CH3:41])([CH3:24])[O:26]2)[O:26]1.O, predict the reaction product. The product is: [CH3:24][C:25]1([CH3:41])[C:29]([CH3:31])([CH3:30])[O:28][B:27]([C:2]2[CH:11]=[CH:10][CH:9]=[C:8]3[C:3]=2[CH2:4][CH2:5][N:6]([C:12]([O:14][C:15]([CH3:18])([CH3:17])[CH3:16])=[O:13])[CH2:7]3)[O:26]1. (3) Given the reactants [CH2:1]([O:8][C:9]1[C:18](=[O:19])[N:17]2[C:12]([C:13]([CH3:21])([CH3:20])[O:14][CH2:15][CH2:16]2)=[N:11][C:10]=1[C:22](O)=[O:23])[C:2]1[CH:7]=[CH:6][CH:5]=[CH:4][CH:3]=1.FC(F)(F)C(O)=O.[NH2:32][CH2:33][C:34]1[CH:43]=[CH:42][C:41]([F:44])=[CH:40][C:35]=1[C:36]([NH:38][CH3:39])=[O:37].F[P-](F)(F)(F)(F)F.N1(OC(N(C)C)=[N+](C)C)C2N=CC=CC=2N=N1.CN(C)C=O, predict the reaction product. The product is: [F:44][C:41]1[CH:42]=[CH:43][C:34]([CH2:33][NH:32][C:22]([C:10]2[N:11]=[C:12]3[N:17]([C:18](=[O:19])[C:9]=2[O:8][CH2:1][C:2]2[CH:7]=[CH:6][CH:5]=[CH:4][CH:3]=2)[CH2:16][CH2:15][O:14][C:13]3([CH3:21])[CH3:20])=[O:23])=[C:35]([C:36](=[O:37])[NH:38][CH3:39])[CH:40]=1. (4) Given the reactants [CH2:1]([O:5][CH2:6][CH2:7][O:8][C:9]1[CH:14]=[CH:13][C:12]([C:15]2[CH:16]=[CH:17][C:18]3[N:24]([CH2:25][CH2:26][CH3:27])[CH2:23][CH2:22][C:21]([C:28]([NH:30][C:31]4[CH:36]=[CH:35][C:34]([S:37][CH2:38][C:39]5[CH:40]=[N:41][CH:42]=[CH:43][CH:44]=5)=[CH:33][CH:32]=4)=[O:29])=[CH:20][C:19]=3[CH:45]=2)=[CH:11][CH:10]=1)[CH2:2][CH2:3][CH3:4].ClC1C=CC=C(C(OO)=[O:54])C=1.S([O-])([O-])(=O)=S.[Na+].[Na+], predict the reaction product. The product is: [CH2:1]([O:5][CH2:6][CH2:7][O:8][C:9]1[CH:10]=[CH:11][C:12]([C:15]2[CH:16]=[CH:17][C:18]3[N:24]([CH2:25][CH2:26][CH3:27])[CH2:23][CH2:22][C:21]([C:28]([NH:30][C:31]4[CH:32]=[CH:33][C:34]([S:37]([CH2:38][C:39]5[CH:40]=[N:41][CH:42]=[CH:43][CH:44]=5)=[O:54])=[CH:35][CH:36]=4)=[O:29])=[CH:20][C:19]=3[CH:45]=2)=[CH:13][CH:14]=1)[CH2:2][CH2:3][CH3:4]. (5) Given the reactants Cl.NO.C([N:6](CC)CC)C.[CH3:11][O:12][C:13]1[C:22]2[C:17](=[C:18]([O:23][CH3:24])[CH:19]=[CH:20][CH:21]=2)[N:16]=[C:15]([C:25]([N:27]2[CH2:32][CH2:31][C:30]3([CH2:41][C:40](=[O:42])[C:39]4[C:34](=[CH:35][CH:36]=[C:37]([C:43]#[N:44])[CH:38]=4)[O:33]3)[CH2:29][CH2:28]2)=[O:26])[CH:14]=1, predict the reaction product. The product is: [CH3:11][O:12][C:13]1[C:22]2[C:17](=[C:18]([O:23][CH3:24])[CH:19]=[CH:20][CH:21]=2)[N:16]=[C:15]([C:25]([N:27]2[CH2:32][CH2:31][C:30]3([CH2:41][C:40](=[O:42])[C:39]4[C:34](=[CH:35][CH:36]=[C:37]([C:43](=[NH:6])[NH2:44])[CH:38]=4)[O:33]3)[CH2:29][CH2:28]2)=[O:26])[CH:14]=1.